From a dataset of Catalyst prediction with 721,799 reactions and 888 catalyst types from USPTO. Predict which catalyst facilitates the given reaction. (1) Product: [F:16][C:17]1[CH:18]=[C:19]([CH:22]=[C:23]([C:2]2[CH:7]=[CH:6][C:5]([C:8]#[C:9][C:10]3[N:11]=[C:12]([CH3:15])[S:13][CH:14]=3)=[CH:4][N:3]=2)[CH:24]=1)[C:20]#[N:21]. The catalyst class is: 235. Reactant: Cl[C:2]1[CH:7]=[CH:6][C:5]([C:8]#[C:9][C:10]2[N:11]=[C:12]([CH3:15])[S:13][CH:14]=2)=[CH:4][N:3]=1.[F:16][C:17]1[CH:18]=[C:19]([CH:22]=[C:23](B2OC(C)(C)C(C)(C)O2)[CH:24]=1)[C:20]#[N:21].C(=O)([O-])[O-].[K+].[K+]. (2) Reactant: Cl.[NH2:2][C@H:3]([C:9]([OH:11])=[O:10])[CH2:4][CH2:5][CH2:6][CH2:7][NH2:8].[C:12]([O-:15])([OH:14])=O.[Na+].[C:17]([O:21][C:22](O[C:22]([O:21][C:17]([CH3:20])([CH3:19])[CH3:18])=[O:23])=[O:23])([CH3:20])([CH3:19])[CH3:18]. Product: [CH3:18][C:17]([O:14][C:12]([NH:8][CH2:7][CH2:6][CH2:5][CH2:4][C@H:3]([NH:2][C:22]([O:21][C:17]([CH3:20])([CH3:19])[CH3:18])=[O:23])[C:9]([OH:11])=[O:10])=[O:15])([CH3:20])[CH3:19]. The catalyst class is: 132. (3) Reactant: [Cl:1][C:2]1[CH:22]=[C:21]([N:23]2[CH2:27][CH2:26][CH2:25][CH2:24]2)[CH:20]=[CH:19][C:3]=1[C:4]([NH:6][C:7]1[CH:12]=[CH:11][CH:10]=[CH:9][C:8]=1[CH2:13][NH:14][C@H:15]([CH3:18])[CH2:16][OH:17])=[O:5].N1C=CC=CC=1.[N+:34]([C:37]1[CH:42]=[CH:41][C:40]([S:43](Cl)(=[O:45])=[O:44])=[CH:39][CH:38]=1)([O-:36])=[O:35]. Product: [Cl:1][C:2]1[CH:22]=[C:21]([N:23]2[CH2:27][CH2:26][CH2:25][CH2:24]2)[CH:20]=[CH:19][C:3]=1[C:4]([NH:6][C:7]1[CH:12]=[CH:11][CH:10]=[CH:9][C:8]=1[CH2:13][N:14]([C@H:15]([CH3:18])[CH2:16][OH:17])[S:43]([C:40]1[CH:39]=[CH:38][C:37]([N+:34]([O-:36])=[O:35])=[CH:42][CH:41]=1)(=[O:44])=[O:45])=[O:5]. The catalyst class is: 4. (4) Reactant: C(OC([N:8]1[CH2:12][CH2:11][CH:10]([C:13]2[CH:18]=[CH:17][C:16]([S:19]([C:22]3[CH:27]=[CH:26][CH:25]=[CH:24][C:23]=3[C:28]#[N:29])(=[O:21])=[O:20])=[CH:15][C:14]=2[O:30][CH3:31])[CH2:9]1)=O)(C)(C)C.Cl. Product: [CH3:31][O:30][C:14]1[CH:15]=[C:16]([S:19]([C:22]2[CH:27]=[CH:26][CH:25]=[CH:24][C:23]=2[C:28]#[N:29])(=[O:21])=[O:20])[CH:17]=[CH:18][C:13]=1[CH:10]1[CH2:11][CH2:12][NH:8][CH2:9]1. The catalyst class is: 12. (5) Reactant: F[C:2]1[CH:7]=[C:6]([F:8])[CH:5]=[C:4]([O:9][CH3:10])[C:3]=1[N+:11]([O-:13])=[O:12].[OH-:14].[Na+].Cl. Product: [F:8][C:6]1[CH:5]=[C:4]([O:9][CH3:10])[C:3]([N+:11]([O-:13])=[O:12])=[C:2]([OH:14])[CH:7]=1. The catalyst class is: 58. (6) Reactant: C(OC([N:8]1[CH2:13][CH2:12][N:11]([C:14]2[C:15]3[C:36]([Cl:37])=[CH:35][N:34]=[CH:33][C:16]=3[N:17]=[C:18]([C:20]3[CH:25]=[CH:24][N:23]=[C:22]([NH:26][C:27]4[CH:32]=[CH:31][CH:30]=[CH:29][CH:28]=4)[CH:21]=3)[N:19]=2)[CH2:10][CH2:9]1)=O)(C)(C)C.CO. Product: [Cl:37][C:36]1[C:15]2[C:14]([N:11]3[CH2:10][CH2:9][NH:8][CH2:13][CH2:12]3)=[N:19][C:18]([C:20]3[CH:25]=[CH:24][N:23]=[C:22]([NH:26][C:27]4[CH:32]=[CH:31][CH:30]=[CH:29][CH:28]=4)[CH:21]=3)=[N:17][C:16]=2[CH:33]=[N:34][CH:35]=1. The catalyst class is: 89. (7) Reactant: [N:1]1[CH:6]=[CH:5][CH:4]=[N:3][C:2]=1[O:7][C:8]1[CH:9]=[C:10]([CH:14]=[CH:15][C:16]([O:18][CH3:19])=[O:17])[CH:11]=[CH:12][CH:13]=1.[H][H]. Product: [N:1]1[CH:6]=[CH:5][CH:4]=[N:3][C:2]=1[O:7][C:8]1[CH:9]=[C:10]([CH2:14][CH2:15][C:16]([O:18][CH3:19])=[O:17])[CH:11]=[CH:12][CH:13]=1. The catalyst class is: 29. (8) Reactant: [OH:1][C:2]1[CH:3]=[C:4]([CH:8]=[CH:9][C:10]=1[N+:11]([O-:13])=[O:12])[C:5]([OH:7])=[O:6].[CH2:14](O)[C:15]1[CH:20]=[CH:19][CH:18]=[CH:17][CH:16]=1.C1(C)C=CC(S(O)(=O)=O)=CC=1.O. Product: [OH:1][C:2]1[CH:3]=[C:4]([CH:8]=[CH:9][C:10]=1[N+:11]([O-:13])=[O:12])[C:5]([O:7][CH2:14][C:15]1[CH:20]=[CH:19][CH:18]=[CH:17][CH:16]=1)=[O:6]. The catalyst class is: 11.